This data is from Full USPTO retrosynthesis dataset with 1.9M reactions from patents (1976-2016). The task is: Predict the reactants needed to synthesize the given product. Given the product [C:1]([O:5][C:6]([N:8]1[CH2:12][CH2:11][C@@H:10]([C@H:13]([O:20][C:31]2[CH:30]=[C:29]([Cl:28])[CH:34]=[C:33]([Cl:35])[CH:32]=2)[C:14]2[CH:15]=[CH:16][CH:17]=[CH:18][CH:19]=2)[CH2:9]1)=[O:7])([CH3:4])([CH3:2])[CH3:3], predict the reactants needed to synthesize it. The reactants are: [C:1]([O:5][C:6]([N:8]1[CH2:12][CH2:11][C@@H:10]([C@H:13]([OH:20])[C:14]2[CH:19]=[CH:18][CH:17]=[CH:16][CH:15]=2)[CH2:9]1)=[O:7])([CH3:4])([CH3:3])[CH3:2].CN(C=O)C.[H-].[Na+].[Cl:28][C:29]1[CH:30]=[C:31](F)[CH:32]=[C:33]([Cl:35])[CH:34]=1.Cl.